Dataset: Catalyst prediction with 721,799 reactions and 888 catalyst types from USPTO. Task: Predict which catalyst facilitates the given reaction. (1) Reactant: [CH:1]1([N:6]2[CH2:11][CH2:10][N:9]([C:12]([C:14]3[CH:15]=[C:16]4[C:20](=[CH:21][CH:22]=3)[NH:19][C:18]([C:23](O)=[O:24])=[CH:17]4)=[O:13])[CH2:8][CH2:7]2)[CH2:5][CH2:4][CH2:3][CH2:2]1.Cl.F[B-](F)(F)F.N1(OC(N(C)C)=[N+](C)C)C2C=CC=CC=2N=N1.[CH2:49]1[C:58]2[C:53](=[CH:54][CH:55]=[CH:56][CH:57]=2)[CH2:52][CH2:51][NH:50]1.C(N(CC)C(C)C)(C)C. Product: [CH:1]1([N:6]2[CH2:11][CH2:10][N:9]([C:12]([C:14]3[CH:15]=[C:16]4[C:20](=[CH:21][CH:22]=3)[NH:19][C:18]([C:23]([N:50]3[CH2:51][CH2:52][C:53]5[C:58](=[CH:57][CH:56]=[CH:55][CH:54]=5)[CH2:49]3)=[O:24])=[CH:17]4)=[O:13])[CH2:8][CH2:7]2)[CH2:2][CH2:3][CH2:4][CH2:5]1. The catalyst class is: 9. (2) Reactant: [NH:1]1[C:9]2[C:4](=[CH:5][C:6]([NH:10][C:11]3[C:12]4[S:19][C:18]([C:20]5[CH:25]=[CH:24][CH:23]=[CH:22][CH:21]=5)=[CH:17][C:13]=4[N:14]=[CH:15][N:16]=3)=[CH:7][CH:8]=2)[CH:3]=[CH:2]1.Cl[CH:27](Cl)[O:28]C. Product: [C:20]1([C:18]2[S:19][C:12]3[C:11]([NH:10][C:6]4[CH:5]=[C:4]5[C:9](=[CH:8][CH:7]=4)[NH:1][CH:2]=[C:3]5[CH:27]=[O:28])=[N:16][CH:15]=[N:14][C:13]=3[CH:17]=2)[CH:25]=[CH:24][CH:23]=[CH:22][CH:21]=1. The catalyst class is: 642. (3) Reactant: [F:1][C:2]([F:22])([F:21])[C:3]1[CH:4]=[C:5]([NH:9][C:10]2[C:19]3[C:14](=[C:15]([NH2:20])[CH:16]=[CH:17][CH:18]=3)[N:13]=[CH:12][N:11]=2)[CH:6]=[CH:7][CH:8]=1.[Cl:23][C:24]1[CH:32]=[CH:31][C:30]([CH2:33][NH:34][C:35](=[O:40])[C:36]([CH3:39])([CH3:38])[CH3:37])=[CH:29][C:25]=1[C:26](O)=[O:27].C(Cl)(=O)C(Cl)=O.CCN(C(C)C)C(C)C. Product: [Cl:23][C:24]1[CH:32]=[CH:31][C:30]([CH2:33][NH:34][C:35](=[O:40])[C:36]([CH3:38])([CH3:37])[CH3:39])=[CH:29][C:25]=1[C:26]([NH:20][C:15]1[CH:16]=[CH:17][CH:18]=[C:19]2[C:14]=1[N:13]=[CH:12][N:11]=[C:10]2[NH:9][C:5]1[CH:6]=[CH:7][CH:8]=[C:3]([C:2]([F:1])([F:21])[F:22])[CH:4]=1)=[O:27]. The catalyst class is: 85.